Dataset: Reaction yield outcomes from USPTO patents with 853,638 reactions. Task: Predict the reaction yield, written as a fraction of the theoretical maximum amount of product (1.0 means a 100% yield; for example, 0.34 means a 34% yield). The reactants are [OH-].[Na+].Cl.Cl.[NH2:5][CH2:6][CH2:7][O:8][CH2:9][CH2:10][NH2:11].[CH3:12][C:13]([O:16][C:17](O[C:17]([O:16][C:13]([CH3:15])([CH3:14])[CH3:12])=[O:18])=[O:18])([CH3:15])[CH3:14]. The catalyst is CO.C1COCC1. The product is [NH2:5][CH2:6][CH2:7][O:8][CH2:9][CH2:10][NH:11][C:17](=[O:18])[O:16][C:13]([CH3:15])([CH3:14])[CH3:12]. The yield is 0.740.